Dataset: Reaction yield outcomes from USPTO patents with 853,638 reactions. Task: Predict the reaction yield, written as a fraction of the theoretical maximum amount of product (1.0 means a 100% yield; for example, 0.34 means a 34% yield). (1) The reactants are Cl[C:2]1[N:7]=[C:6]2[N:8]([CH2:28][O:29][CH3:30])[C:9]([C:11]3[S:12][C:13]4[C:19]([N:20]5[CH2:25][CH2:24][O:23][CH2:22][CH2:21]5)=[CH:18][CH:17]=[C:16]([O:26][CH3:27])[C:14]=4[N:15]=3)=[N:10][C:5]2=[CH:4][CH:3]=1. The catalyst is N1CCOCC1. The product is [CH3:30][O:29][CH2:28][N:8]1[C:6]2=[N:7][C:2]([N:20]3[CH2:25][CH2:24][O:23][CH2:22][CH2:21]3)=[CH:3][CH:4]=[C:5]2[N:10]=[C:9]1[C:11]1[S:12][C:13]2[C:19]([N:20]3[CH2:25][CH2:24][O:23][CH2:22][CH2:21]3)=[CH:18][CH:17]=[C:16]([O:26][CH3:27])[C:14]=2[N:15]=1. The yield is 0.660. (2) The reactants are [CH3:1][N:2]([CH2:10][CH2:11][N:12]([CH3:32])[CH2:13][C:14]1[C:15]([CH:25]2[CH2:30][CH2:29][C:28](=[O:31])[CH2:27][CH2:26]2)=[N:16][N:17]([CH:19]2[CH2:24][CH2:23][CH2:22][CH2:21][O:20]2)[CH:18]=1)[C:3](=[O:9])[O:4][C:5]([CH3:8])([CH3:7])[CH3:6].[BH4-].[Na+]. The catalyst is CO. The product is [OH:31][CH:28]1[CH2:29][CH2:30][CH:25]([C:15]2[C:14]([CH2:13][N:12]([CH3:32])[CH2:11][CH2:10][N:2]([CH3:1])[C:3](=[O:9])[O:4][C:5]([CH3:8])([CH3:6])[CH3:7])=[CH:18][N:17]([CH:19]3[CH2:24][CH2:23][CH2:22][CH2:21][O:20]3)[N:16]=2)[CH2:26][CH2:27]1. The yield is 0.760. (3) The reactants are [CH2:1]([NH:8][C:9](=[O:52])[CH2:10][CH2:11][C:12]#[C:13][C:14]1[CH:15]=[C:16]([C:22]([C:44]2[CH:49]=[CH:48][C:47]([O:50][CH3:51])=[CH:46][CH:45]=2)([C:36]2[CH:41]=[CH:40][C:39]([O:42][CH3:43])=[CH:38][CH:37]=2)[S:23][CH2:24][CH2:25][C:26](ON2C(=O)CCC2=O)=[O:27])[CH:17]=[CH:18][C:19]=1[O:20][CH3:21])[C:2]1[CH:7]=[CH:6][CH:5]=[CH:4][CH:3]=1.[NH2:53][CH2:54][CH2:55][CH2:56][O:57][CH2:58][CH2:59][O:60][CH2:61][CH2:62][O:63][CH2:64][CH2:65][CH2:66][NH:67][C:68]([C:70]1([F:78])[CH2:77][CH2:76][CH2:75][CH2:74][CH2:73][C:72]#[C:71]1)=[O:69].CCN(CC)CC. The catalyst is C(Cl)Cl. The product is [CH2:1]([NH:8][C:9](=[O:52])[CH2:10][CH2:11][C:12]#[C:13][C:14]1[CH:15]=[C:16]([C:22]([C:36]2[CH:37]=[CH:38][C:39]([O:42][CH3:43])=[CH:40][CH:41]=2)([C:44]2[CH:49]=[CH:48][C:47]([O:50][CH3:51])=[CH:46][CH:45]=2)[S:23][CH2:24][CH2:25][C:26](=[O:27])[NH:53][CH2:54][CH2:55][CH2:56][O:57][CH2:58][CH2:59][O:60][CH2:61][CH2:62][O:63][CH2:64][CH2:65][CH2:66][NH:67][C:68]([C:70]2([F:78])[CH2:77][CH2:76][CH2:75][CH2:74][CH2:73][C:72]#[C:71]2)=[O:69])[CH:17]=[CH:18][C:19]=1[O:20][CH3:21])[C:2]1[CH:7]=[CH:6][CH:5]=[CH:4][CH:3]=1. The yield is 0.810. (4) The reactants are [Cl:1][C:2]1[C:7]([CH:8]=[O:9])=[CH:6][C:5]([C:10]([F:13])([F:12])[F:11])=[CH:4][N:3]=1.[BH4-].[Na+]. The catalyst is C(O)C. The product is [Cl:1][C:2]1[C:7]([CH2:8][OH:9])=[CH:6][C:5]([C:10]([F:11])([F:12])[F:13])=[CH:4][N:3]=1. The yield is 0.760. (5) The reactants are [F:1][C:2]([F:22])([F:21])[C:3]1[CH:4]=[C:5]([C:9]2[S:10][CH:11]=[C:12]([C:14]3[N:18]=[N:17][NH:16][C:15]=3[C:19]#[N:20])[N:13]=2)[CH:6]=[CH:7][CH:8]=1.C1C(=O)N([Cl:30])C(=O)C1. The catalyst is CC#N. The product is [Cl:30][C:11]1[S:10][C:9]([C:5]2[CH:6]=[CH:7][CH:8]=[C:3]([C:2]([F:1])([F:21])[F:22])[CH:4]=2)=[N:13][C:12]=1[C:14]1[N:18]=[N:17][NH:16][C:15]=1[C:19]#[N:20]. The yield is 0.380. (6) The reactants are [CH2:1]([N:8]1[C:16]2[C:15](=O)[NH:14][C:13](=[O:18])[N:12]([CH2:19][CH2:20][CH2:21][CH2:22][CH3:23])[C:11]=2[N:10]=[CH:9]1)[C:2]1[CH:7]=[CH:6][CH:5]=[CH:4][CH:3]=1.P12(SP3(SP(SP(S3)(S1)=S)(=S)S2)=S)=[S:25].[OH-].[Na+].Cl. The catalyst is O1CCOCC1.O. The product is [CH2:1]([N:8]1[C:16]2[C:15](=[S:25])[NH:14][C:13](=[O:18])[N:12]([CH2:19][CH2:20][CH2:21][CH2:22][CH3:23])[C:11]=2[N:10]=[CH:9]1)[C:2]1[CH:7]=[CH:6][CH:5]=[CH:4][CH:3]=1. The yield is 0.618. (7) The reactants are [Br:1][C:2]1[CH:3]=[N:4][CH:5]=[C:6](Br)[CH:7]=1.C([O-])([O-])=O.[K+].[K+].[CH3:15][N:16](Cl)[CH3:17]. The catalyst is CN(C=O)C. The product is [Br:1][C:2]1[CH:7]=[C:6]([N:16]([CH3:17])[CH3:15])[CH:5]=[N:4][CH:3]=1. The yield is 0.880. (8) The reactants are CO[C:3]1[CH:4]=[C:5]2[C:10](=[CH:11][CH:12]=1)[C:9](=O)[NH:8][CH:7]=[CH:6]2.C1C(=O)N(Cl)C(=O)C1. The catalyst is CC#N. The product is [CH:9]1[C:10]2[C:5](=[CH:4][CH:3]=[CH:12][CH:11]=2)[CH:6]=[CH:7][N:8]=1. The yield is 0.720. (9) The reactants are [O:1]([C:8]1[CH:13]=[CH:12][C:11]([C:14]2[C:25]([C:26]([NH2:28])=[O:27])=[C:17]3[NH:18][C:19]4[CH:20]=[N:21][CH:22]=[CH:23][C:24]=4[N:16]3[N:15]=2)=[CH:10][CH:9]=1)[C:2]1[CH:7]=[CH:6][CH:5]=[CH:4][CH:3]=1.[CH2:29](Br)[C:30]1[CH:35]=[CH:34][CH:33]=[CH:32][CH:31]=1.[BH4-].[Na+].O. The catalyst is C1COCC1.C(Cl)Cl. The product is [CH2:29]([N:21]1[CH2:22][CH2:23][C:24]2[N:16]3[N:15]=[C:14]([C:11]4[CH:10]=[CH:9][C:8]([O:1][C:2]5[CH:7]=[CH:6][CH:5]=[CH:4][CH:3]=5)=[CH:13][CH:12]=4)[C:25]([C:26]([NH2:28])=[O:27])=[C:17]3[NH:18][C:19]=2[CH2:20]1)[C:30]1[CH:35]=[CH:34][CH:33]=[CH:32][CH:31]=1. The yield is 0.260.